Dataset: Forward reaction prediction with 1.9M reactions from USPTO patents (1976-2016). Task: Predict the product of the given reaction. (1) Given the reactants [OH:1][CH:2]1[CH2:7][CH2:6][N:5]([C:8]2[N:13]=[N:12][C:11]([C:14]3[CH:15]=[N:16][CH:17]=[C:18]([CH:24]=3)[C:19]([O:21][CH2:22][CH3:23])=[O:20])=[CH:10][CH:9]=2)[CH2:4][CH2:3]1.[Br:25][C:26]1[CH:31]=[CH:30][C:29]([F:32])=[CH:28][C:27]=1O.N(C(OCC)=O)=NC(OCC)=O.C1(P(C2C=CC=CC=2)C2C=CC=CC=2)C=CC=CC=1, predict the reaction product. The product is: [Br:25][C:26]1[CH:31]=[CH:30][C:29]([F:32])=[CH:28][C:27]=1[O:1][CH:2]1[CH2:7][CH2:6][N:5]([C:8]2[N:13]=[N:12][C:11]([C:14]3[CH:15]=[N:16][CH:17]=[C:18]([CH:24]=3)[C:19]([O:21][CH2:22][CH3:23])=[O:20])=[CH:10][CH:9]=2)[CH2:4][CH2:3]1. (2) Given the reactants Cl.[CH3:2][O:3][NH:4][CH3:5].C(N(CC)CC)C.[Cl:13][C:14]1[N:19]=[CH:18][C:17]([C:20](Cl)=[O:21])=[CH:16][CH:15]=1, predict the reaction product. The product is: [Cl:13][C:14]1[N:19]=[CH:18][C:17]([C:20]([N:4]([O:3][CH3:2])[CH3:5])=[O:21])=[CH:16][CH:15]=1. (3) Given the reactants [N:1]1([C:7]([O:9][C:10]([CH3:13])([CH3:12])[CH3:11])=[O:8])[CH2:6][CH2:5][NH:4][CH2:3][CH2:2]1.[O:14]1[CH2:17][C:16](=O)[CH2:15]1.ClC1C=CC(C2C(C=O)=CC=CC=2)=CC=1, predict the reaction product. The product is: [O:14]1[CH2:17][CH:16]([N:4]2[CH2:3][CH2:2][C@H:6]([NH:1][C:7](=[O:8])[O:9][C:10]([CH3:11])([CH3:12])[CH3:13])[CH2:5]2)[CH2:15]1. (4) The product is: [C:37]1([NH:36][C:24]([C:21]2[CH:22]=[C:23]3[C:18](=[CH:19][CH:20]=2)[NH:17][N:16]=[C:15]3[C:13]2[NH:12][C:9]3[C:8]([N:14]=2)=[CH:7][C:6]2[C:5]([CH3:28])([CH3:27])[C:4](=[O:29])[N:3]([CH2:1][CH3:2])[C:11]=2[CH:10]=3)=[O:26])[CH:42]=[CH:41][CH:40]=[CH:39][CH:38]=1. Given the reactants [CH2:1]([N:3]1[C:11]2[CH:10]=[C:9]3[NH:12][C:13]([C:15]4[C:23]5[C:18](=[CH:19][CH:20]=[C:21]([C:24]([OH:26])=O)[CH:22]=5)[NH:17][N:16]=4)=[N:14][C:8]3=[CH:7][C:6]=2[C:5]([CH3:28])([CH3:27])[C:4]1=[O:29])[CH3:2].C(Cl)(=O)C(Cl)=O.[NH2:36][C:37]1[CH:42]=[CH:41][CH:40]=[CH:39][CH:38]=1.C(N(CC)CC)C, predict the reaction product. (5) Given the reactants [N:1]1([C:5]2[CH:10]=[C:9]([C:11]([N:13]3[CH2:18][CH2:17][CH2:16][CH:15]([C:19]4[CH:24]=[CH:23][C:22](C)=[CH:21][CH:20]=4)[CH2:14]3)=[O:12])[CH:8]=[CH:7][N:6]=2)[CH2:4][CH2:3][CH2:2]1.[Cl:26]C1C=CC(C2CCCN(C(C3C=CN=C(F)C=3)=O)C2)=CC=1.N1CCC1, predict the reaction product. The product is: [N:1]1([C:5]2[CH:10]=[C:9]([C:11]([N:13]3[CH2:18][CH2:17][CH2:16][CH:15]([C:19]4[CH:24]=[CH:23][C:22]([Cl:26])=[CH:21][CH:20]=4)[CH2:14]3)=[O:12])[CH:8]=[CH:7][N:6]=2)[CH2:4][CH2:3][CH2:2]1. (6) The product is: [C:21]([N:6]1[C:5]2[CH:25]=[CH:26][C:2]([C:31]3[CH:30]=[N:29][C:28]([NH2:27])=[N:33][CH:32]=3)=[CH:3][C:4]=2[N:8]=[C:7]1[C:9]1[CH:14]=[CH:13][CH:12]=[CH:11][C:10]=1[C:15]1[N:16]=[N:17][N:18]([CH3:20])[N:19]=1)([CH3:24])([CH3:22])[CH3:23]. Given the reactants Br[C:2]1[CH:26]=[CH:25][C:5]2[N:6]([C:21]([CH3:24])([CH3:23])[CH3:22])[C:7]([C:9]3[CH:14]=[CH:13][CH:12]=[CH:11][C:10]=3[C:15]3[N:16]=[N:17][N:18]([CH3:20])[N:19]=3)=[N:8][C:4]=2[CH:3]=1.[NH2:27][C:28]1[N:33]=[CH:32][C:31](B2OC(C)(C)C(C)(C)O2)=[CH:30][N:29]=1.C([O-])([O-])=O.[Na+].[Na+], predict the reaction product. (7) The product is: [C:4]([O:8][C:9](=[O:31])[NH:10][CH2:11][CH2:12][CH:13]([NH2:20])[C:14]1[CH:19]=[CH:18][CH:17]=[CH:16][CH:15]=1)([CH3:7])([CH3:5])[CH3:6]. Given the reactants O.NN.[C:4]([O:8][C:9](=[O:31])[NH:10][CH2:11][CH2:12][CH:13]([N:20]1C(=O)C2C(=CC=CC=2)C1=O)[C:14]1[CH:19]=[CH:18][CH:17]=[CH:16][CH:15]=1)([CH3:7])([CH3:6])[CH3:5], predict the reaction product. (8) Given the reactants [S:1]1[CH:5]=[C:4]([C:6]2[S:7][CH:8]=[CH:9][C:10]=2[NH2:11])[N:3]=[CH:2]1.[N:12]1([CH2:18][CH2:19][CH2:20][O:21][C:22]2[CH:27]=[CH:26][C:25]([CH2:28][C:29](O)=[O:30])=[CH:24][CH:23]=2)[CH2:17][CH2:16][CH2:15][CH2:14][CH2:13]1, predict the reaction product. The product is: [N:12]1([CH2:18][CH2:19][CH2:20][O:21][C:22]2[CH:23]=[CH:24][C:25]([CH2:28][C:29]([NH:11][C:10]3[CH:9]=[CH:8][S:7][C:6]=3[C:4]3[N:3]=[CH:2][S:1][CH:5]=3)=[O:30])=[CH:26][CH:27]=2)[CH2:17][CH2:16][CH2:15][CH2:14][CH2:13]1. (9) Given the reactants [F:1][CH:2]([F:5])[CH2:3]Cl.[C:6]1(=[O:12])[NH:10][C:9](=[O:11])[CH2:8][CH2:7]1.C(=O)([O-])[O-].[K+].[K+], predict the reaction product. The product is: [F:1][CH:2]([F:5])[CH2:3][N:10]1[C:6](=[O:12])[CH2:7][CH2:8][C:9]1=[O:11].